From a dataset of Peptide-MHC class I binding affinity with 185,985 pairs from IEDB/IMGT. Regression. Given a peptide amino acid sequence and an MHC pseudo amino acid sequence, predict their binding affinity value. This is MHC class I binding data. (1) The peptide sequence is FLAFLLFLVL. The MHC is HLA-A02:06 with pseudo-sequence HLA-A02:06. The binding affinity (normalized) is 0.298. (2) The peptide sequence is GSPGKFWNTT. The MHC is HLA-A32:01 with pseudo-sequence HLA-A32:01. The binding affinity (normalized) is 0.0612.